This data is from Forward reaction prediction with 1.9M reactions from USPTO patents (1976-2016). The task is: Predict the product of the given reaction. Given the reactants [Cl:1][C:2]1[CH:7]=[CH:6][C:5]([C:8]2[CH:9]=[CH:10][C:11]([NH2:14])=[N:12][CH:13]=2)=[CH:4][CH:3]=1.[OH:15][CH2:16][C:17]1[CH:22]=[CH:21][C:20]([CH2:23][CH2:24][CH:25]=O)=[CH:19][CH:18]=1.C([BH3-])#N.[Na+], predict the reaction product. The product is: [Cl:1][C:2]1[CH:7]=[CH:6][C:5]([C:8]2[CH:9]=[CH:10][C:11]([NH:14][CH2:25][CH2:24][CH2:23][C:20]3[CH:19]=[CH:18][C:17]([CH2:16][OH:15])=[CH:22][CH:21]=3)=[N:12][CH:13]=2)=[CH:4][CH:3]=1.